This data is from Forward reaction prediction with 1.9M reactions from USPTO patents (1976-2016). The task is: Predict the product of the given reaction. (1) The product is: [OH:3]/[N:2]=[C:4](/[C:7]1[S:8][CH:9]=[C:10]([C:12]([O:14][C:15]([CH3:18])([CH3:17])[CH3:16])=[O:13])[N:11]=1)\[NH2:5]. Given the reactants Cl.[NH2:2][OH:3].[C:4]([C:7]1[S:8][CH:9]=[C:10]([C:12]([O:14][C:15]([CH3:18])([CH3:17])[CH3:16])=[O:13])[N:11]=1)(=O)[NH2:5].C(=O)([O-])[O-].[K+].[K+].C(O)C, predict the reaction product. (2) The product is: [CH3:18][C:19]1([CH3:26])[CH2:24][CH2:23][CH2:22][C:21](=[C:6]([CH3:7])[C:4]([O:3][CH2:2][CH3:1])=[O:5])[CH2:20]1. Given the reactants [CH3:1][CH2:2][O:3][C:4]([CH:6](P(OCC)(OCC)=O)[CH3:7])=[O:5].[H-].[Na+].[CH3:18][C:19]1([CH3:26])[CH2:24][CH2:23][CH2:22][C:21](=O)[CH2:20]1.CC(O)=O, predict the reaction product. (3) Given the reactants [CH3:1][C:2]([CH3:37])([CH3:36])[C:3]([O:5][C:6]1[CH:11]=[CH:10][C:9]([C:12]([C:23]2[CH:28]=[CH:27][C:26]([O:29][C:30](=[O:35])[C:31]([CH3:34])([CH3:33])[CH3:32])=[CH:25][CH:24]=2)=[C:13]([C:16]2[CH:21]=[CH:20][CH:19]=[C:18]([OH:22])[CH:17]=2)[CH2:14][CH3:15])=[CH:8][CH:7]=1)=[O:4].C([O-])([O-])=O.[K+].[K+].O.Cl.Cl[CH2:47][CH2:48][N:49]1[CH2:53][CH2:52][CH2:51][CH2:50]1, predict the reaction product. The product is: [CH3:32][C:31]([CH3:34])([CH3:33])[C:30]([O:29][C:26]1[CH:25]=[CH:24][C:23]([C:12]([C:9]2[CH:8]=[CH:7][C:6]([O:5][C:3](=[O:4])[C:2]([CH3:36])([CH3:1])[CH3:37])=[CH:11][CH:10]=2)=[C:13]([C:16]2[CH:21]=[CH:20][CH:19]=[C:18]([O:22][CH2:47][CH2:48][N:49]3[CH2:53][CH2:52][CH2:51][CH2:50]3)[CH:17]=2)[CH2:14][CH3:15])=[CH:28][CH:27]=1)=[O:35]. (4) Given the reactants [Cl:1][C:2]1[CH:3]=[CH:4][C:5]([NH:8][C:9]([C:11]2[O:12][C:13]3[CH:33]=[CH:32][C:31]([C:34]([O:36]C)=[O:35])=[CH:30][C:14]=3[C:15]=2[NH:16][C:17]([C@H:19]2[CH2:24][CH2:23][C@H:22]([C:25]([N:27]([CH3:29])[CH3:28])=[O:26])[CH2:21][CH2:20]2)=[O:18])=[O:10])=[N:6][CH:7]=1.[OH-].[Na+], predict the reaction product. The product is: [Cl:1][C:2]1[CH:3]=[CH:4][C:5]([NH:8][C:9]([C:11]2[O:12][C:13]3[CH:33]=[CH:32][C:31]([C:34]([OH:36])=[O:35])=[CH:30][C:14]=3[C:15]=2[NH:16][C:17]([C@H:19]2[CH2:24][CH2:23][C@H:22]([C:25]([N:27]([CH3:29])[CH3:28])=[O:26])[CH2:21][CH2:20]2)=[O:18])=[O:10])=[N:6][CH:7]=1.